Dataset: Full USPTO retrosynthesis dataset with 1.9M reactions from patents (1976-2016). Task: Predict the reactants needed to synthesize the given product. (1) Given the product [F:35][CH:2]1[CH:7]([C:8]2[CH:13]=[CH:12][C:11]([C:14]([O:16][CH3:17])=[O:15])=[CH:10][CH:9]=2)[CH2:6][CH2:5][N:4]([C:18]([O:20][C:21]([CH3:24])([CH3:23])[CH3:22])=[O:19])[CH2:3]1, predict the reactants needed to synthesize it. The reactants are: O[CH:2]1[CH:7]([C:8]2[CH:13]=[CH:12][C:11]([C:14]([O:16][CH3:17])=[O:15])=[CH:10][CH:9]=2)[CH2:6][CH2:5][N:4]([C:18]([O:20][C:21]([CH3:24])([CH3:23])[CH3:22])=[O:19])[CH2:3]1.COCCN(S(F)(F)[F:35])CCOC.C(=O)(O)[O-].[Na+].C(OCC)(=O)C. (2) Given the product [N:4]1[CH:5]=[CH:6][CH:7]=[CH:8][C:3]=1[C@@H:1]1[CH2:2][C@H:11]1[C:12]([O:14][CH2:15][CH3:16])=[O:13], predict the reactants needed to synthesize it. The reactants are: [CH:1]([C:3]1[CH:8]=[CH:7][CH:6]=[CH:5][N:4]=1)=[CH2:2].[N+](=[CH:11][C:12]([O:14][CH2:15][CH3:16])=[O:13])=[N-]. (3) Given the product [CH2:13]([O:15][C:16](=[O:17])[C:18]1[CH:23]=[C:22]([C:24](=[O:25])[NH:8][C:7]2[CH:9]=[CH:10][C:4]([O:3][C:2]([F:11])([F:12])[F:1])=[CH:5][CH:6]=2)[CH:21]=[N:20][C:19]=1[Cl:27])[CH3:14], predict the reactants needed to synthesize it. The reactants are: [F:1][C:2]([F:12])([F:11])[O:3][C:4]1[CH:10]=[CH:9][C:7]([NH2:8])=[CH:6][CH:5]=1.[CH2:13]([O:15][C:16]([C:18]1[C:19]([Cl:27])=[N:20][CH:21]=[C:22]([C:24](O)=[O:25])[CH:23]=1)=[O:17])[CH3:14].ON1C2C=CC=CC=2N=N1.C(N=C=NCCCN(C)C)C. (4) Given the product [Si:15]([O:32][C@H:33]([CH3:53])[C@H:34]([N:44]1[CH2:49][CH:48]([CH3:50])[O:47][C@H:46]([OH:51])[C:45]1=[O:52])[C:35]1[CH:40]=[C:39]([F:41])[C:38]([F:42])=[C:37]([F:43])[CH:36]=1)([C:28]([CH3:29])([CH3:31])[CH3:30])([C:22]1[CH:23]=[CH:24][CH:25]=[CH:26][CH:27]=1)[C:16]1[CH:21]=[CH:20][CH:19]=[CH:18][CH:17]=1, predict the reactants needed to synthesize it. The reactants are: C([BH-](C(CC)C)C(CC)C)(CC)C.[Li+].[Si:15]([O:32][C@H:33]([CH3:53])[C@H:34]([N:44]1[CH2:49][C@H:48]([CH3:50])[O:47][C:46](=[O:51])[C:45]1=[O:52])[C:35]1[CH:40]=[C:39]([F:41])[C:38]([F:42])=[C:37]([F:43])[CH:36]=1)([C:28]([CH3:31])([CH3:30])[CH3:29])([C:22]1[CH:27]=[CH:26][CH:25]=[CH:24][CH:23]=1)[C:16]1[CH:21]=[CH:20][CH:19]=[CH:18][CH:17]=1.[OH-].[Na+].OO.S([O-])(O)=O.[Na+]. (5) Given the product [N:1]1([C:28]([C:9]2[CH:8]=[N:7][N:6]([CH3:5])[C:10]=2[C:11]([NH:12][C:13]2[CH:14]=[CH:15][C:16]3[N:17]([N:19]=[C:20]([C:22]4[N:23]=[CH:24][S:25][CH:26]=4)[N:21]=3)[CH:18]=2)=[O:27])=[O:29])[CH2:4][CH2:3][CH2:2]1, predict the reactants needed to synthesize it. The reactants are: [NH:1]1[CH2:4][CH2:3][CH2:2]1.[CH3:5][N:6]1[C:10]([C:11](=[O:27])[NH:12][C:13]2[CH:14]=[CH:15][C:16]3[N:17]([N:19]=[C:20]([C:22]4[N:23]=[CH:24][S:25][CH:26]=4)[N:21]=3)[CH:18]=2)=[C:9]([C:28](O)=[O:29])[CH:8]=[N:7]1. (6) Given the product [F:1][C:2]1[CH:3]=[N:4][CH:5]=[CH:6][C:7]=1[C:8]1[CH:9]=[C:10]2[N:22]=[C:21]([N:27]3[CH2:32][CH2:31][O:30][CH2:29][CH2:28]3)[NH:20][C:11]2=[N:12][C:13]=1[C:14]1[CH:15]=[N:16][CH:17]=[CH:18][CH:19]=1, predict the reactants needed to synthesize it. The reactants are: [F:1][C:2]1[CH:3]=[N:4][CH:5]=[CH:6][C:7]=1[C:8]1[CH:9]=[C:10]2[N:22]=[C:21](S(C)(=O)=O)[NH:20][C:11]2=[N:12][C:13]=1[C:14]1[CH:15]=[N:16][CH:17]=[CH:18][CH:19]=1.[NH:27]1[CH2:32][CH2:31][O:30][CH2:29][CH2:28]1. (7) Given the product [CH2:1]([O:3][C:4]1[CH:5]=[C:6]([CH2:13][CH:14]([NH:16][CH:17]=[O:18])[CH3:15])[CH:7]=[CH:8][C:9]=1[O:10][CH2:11][CH3:12])[CH3:2], predict the reactants needed to synthesize it. The reactants are: [CH2:1]([O:3][C:4]1[CH:5]=[C:6]([CH2:13][CH:14]([NH2:16])[CH3:15])[CH:7]=[CH:8][C:9]=1[O:10][CH2:11][CH3:12])[CH3:2].[CH:17](OCC)=[O:18].C(N(CC)CC)C.